Dataset: Reaction yield outcomes from USPTO patents with 853,638 reactions. Task: Predict the reaction yield, written as a fraction of the theoretical maximum amount of product (1.0 means a 100% yield; for example, 0.34 means a 34% yield). (1) The reactants are O[C:2]1[CH:7]=[C:6]([CH3:8])[N:5]=[C:4](/[CH:9]=[CH:10]/[C:11]2[CH:12]=[C:13]([CH:16]=[CH:17][CH:18]=2)[C:14]#[N:15])[N:3]=1.O=P(Cl)(Cl)[Cl:21]. No catalyst specified. The product is [Cl:21][C:2]1[CH:7]=[C:6]([CH3:8])[N:5]=[C:4](/[CH:9]=[CH:10]/[C:11]2[CH:12]=[C:13]([CH:16]=[CH:17][CH:18]=2)[C:14]#[N:15])[N:3]=1. The yield is 0.990. (2) The reactants are [CH2:1]1[CH2:7][S:4](=[O:6])(=[O:5])[O:3][CH2:2]1.S(Cl)(Cl)=O.[F-:12].[K+].[CH2:14](O)[CH3:15]. The catalyst is C(Cl)(Cl)Cl.CN(C)C=O.O.CO. The product is [CH2:14]([O:3][CH2:2][CH2:1][CH2:7][S:4]([F:12])(=[O:6])=[O:5])[CH3:15]. The yield is 0.890. (3) The reactants are F[C:2]1C=CC(C2C(C)=C(O)C(=O)N(CC(C)C)N=2)=[CH:4][C:3]=1[CH3:21].[F:22][C:23]1[CH:24]=[C:25]([C:30]2[CH:31]=[C:32]([C:37]([O:39][CH3:40])=[O:38])[C:33](=[O:36])[NH:34][N:35]=2)[CH:26]=[CH:27][C:28]=1[F:29]. No catalyst specified. The product is [F:22][C:23]1[CH:24]=[C:25]([C:30]2[CH:31]=[C:32]([C:37]([O:39][CH3:40])=[O:38])[C:33](=[O:36])[N:34]([CH2:2][CH:3]([CH3:21])[CH3:4])[N:35]=2)[CH:26]=[CH:27][C:28]=1[F:29]. The yield is 1.00. (4) The reactants are Br[C:2]1[CH:3]=[CH:4][C:5]2[C:11]3[S:12][C:13]([C:15]([N:17]([C:19]4[CH:24]=[C:23]([C:25](=[O:31])[NH:26][CH2:27][C@@H:28]([OH:30])[CH3:29])[CH:22]=[CH:21][C:20]=4[Cl:32])[CH3:18])=[O:16])=[CH:14][C:10]=3[CH2:9][CH2:8][O:7][C:6]=2[CH:33]=1.CC1(C)C2C(=C(P(C3C=CC=CC=3)C3C=CC=CC=3)C=CC=2)[O:55][C:37]2C(P(C3C=CC=CC=3)C3C=CC=CC=3)=CC=CC1=2.[CH3:76][S:77]([CH2:80][CH2:81][NH2:82])(=[O:79])=[O:78].Cl.C([O-])([O-])=O.[Na+].[Na+]. The catalyst is C1(C)C=CC=CC=1.CN(C=O)C.CC([O-])=O.CC([O-])=O.[Pd+2]. The product is [Cl:32][C:20]1[CH:21]=[CH:22][C:23]([C:25](=[O:31])[NH:26][CH2:27][C@@H:28]([OH:30])[CH3:29])=[CH:24][C:19]=1[N:17]([CH3:18])[C:15]([C:13]1[S:12][C:11]2[C:5]3[CH:4]=[CH:3][C:2]([C:37]([NH:82][CH2:81][CH2:80][S:77]([CH3:76])(=[O:79])=[O:78])=[O:55])=[CH:33][C:6]=3[O:7][CH2:8][CH2:9][C:10]=2[CH:14]=1)=[O:16]. The yield is 0.420. (5) The reactants are C(OC([NH:8][C:9]1[S:13][C:12]([C:14]2[C:19]([F:20])=[CH:18][CH:17]=[CH:16][C:15]=2[F:21])=[N:11][C:10]=1[C:22]([OH:24])=O)=O)(C)(C)C.[NH2:25][C:26]1[C:27]([N:35]2[CH2:40][C@H:39]([CH3:41])[CH2:38][C@H:37]([NH:42]C(=O)OC(C)(C)C)[CH2:36]2)=[C:28]2[CH2:34][CH2:33][O:32][C:29]2=[N:30][CH:31]=1.CN(C(ON1N=NC2C=CC=NC1=2)=[N+](C)C)C.F[P-](F)(F)(F)(F)F.CCN(C(C)C)C(C)C. The catalyst is CN(C=O)C. The product is [NH2:8][C:9]1[S:13][C:12]([C:14]2[C:15]([F:21])=[CH:16][CH:17]=[CH:18][C:19]=2[F:20])=[N:11][C:10]=1[C:22]([NH:25][C:26]1[C:27]([N:35]2[CH2:40][C@H:39]([CH3:41])[CH2:38][C@H:37]([NH2:42])[CH2:36]2)=[C:28]2[CH2:34][CH2:33][O:32][C:29]2=[N:30][CH:31]=1)=[O:24]. The yield is 0.440. (6) The reactants are [Br:1][C:2]1[C:3]([C:27]([CH3:30])([CH3:29])[CH3:28])=[N:4][N:5]2[C:10]([C:11]3[CH:16]=[CH:15][C:14]([CH3:17])=[CH:13][CH:12]=3)=[C:9]([CH:18]([CH2:23][CH2:24][CH3:25])[C:19]([O:21]C)=[O:20])[C:8]([CH3:26])=[N:7][C:6]=12.[OH-].[Li+]. The catalyst is CO. The product is [Br:1][C:2]1[C:3]([C:27]([CH3:28])([CH3:30])[CH3:29])=[N:4][N:5]2[C:10]([C:11]3[CH:12]=[CH:13][C:14]([CH3:17])=[CH:15][CH:16]=3)=[C:9]([CH:18]([CH2:23][CH2:24][CH3:25])[C:19]([OH:21])=[O:20])[C:8]([CH3:26])=[N:7][C:6]=12. The yield is 0.810. (7) The reactants are [CH2:1]([O:3][C:4]([C:6]1[C:17](=[O:18])[N:16]([CH:19]2[CH2:23][CH2:22][CH2:21][CH2:20]2)[C:9]2[N:10]=[C:11]([S:14][CH3:15])[N:12]=[CH:13][C:8]=2[C:7]=1[CH3:24])=[O:5])[CH3:2].C1(S(N2C(C3C=CC=CC=3)O2)(=O)=[O:32])C=CC=CC=1. The catalyst is C(Cl)Cl. The product is [CH2:1]([O:3][C:4]([C:6]1[C:17](=[O:18])[N:16]([CH:19]2[CH2:23][CH2:22][CH2:21][CH2:20]2)[C:9]2[N:10]=[C:11]([S:14]([CH3:15])=[O:32])[N:12]=[CH:13][C:8]=2[C:7]=1[CH3:24])=[O:5])[CH3:2]. The yield is 0.757.